From a dataset of Forward reaction prediction with 1.9M reactions from USPTO patents (1976-2016). Predict the product of the given reaction. Given the reactants [C:1]([O:5][C:6](=[O:29])[CH2:7][CH2:8][O:9][CH2:10][CH2:11][O:12][CH2:13][CH2:14][NH:15][CH:16]1[CH2:21][CH2:20][N:19]([C:22]([O:24][C:25]([CH3:28])([CH3:27])[CH3:26])=[O:23])[CH2:18][CH2:17]1)([CH3:4])([CH3:3])[CH3:2].[C:30]1(=[O:36])[O:35][C:33](=[O:34])[CH2:32][CH2:31]1, predict the reaction product. The product is: [C:25]([O:24][C:22]([N:19]1[CH2:18][CH2:17][CH:16]([N:15]([C:30](=[O:36])[CH2:31][CH2:32][C:33]([OH:35])=[O:34])[CH2:14][CH2:13][O:12][CH2:11][CH2:10][O:9][CH2:8][CH2:7][C:6](=[O:29])[O:5][C:1]([CH3:3])([CH3:4])[CH3:2])[CH2:21][CH2:20]1)=[O:23])([CH3:28])([CH3:27])[CH3:26].